The task is: Predict the product of the given reaction.. This data is from Forward reaction prediction with 1.9M reactions from USPTO patents (1976-2016). (1) Given the reactants C([O:8][CH2:9][C:10]1[NH:11][C:12]([C:20]2[CH:25]=[CH:24][C:23]([O:26][CH3:27])=[C:22]([O:28][CH:29]3[CH2:33][CH2:32][CH2:31][CH2:30]3)[CH:21]=2)=[CH:13][C:14]=1[C:15]([O:17][CH2:18][CH3:19])=[O:16])C1C=CC=CC=1.[H][H], predict the reaction product. The product is: [CH:29]1([O:28][C:22]2[CH:21]=[C:20]([C:12]3[NH:11][C:10]([CH2:9][OH:8])=[C:14]([C:15]([O:17][CH2:18][CH3:19])=[O:16])[CH:13]=3)[CH:25]=[CH:24][C:23]=2[O:26][CH3:27])[CH2:30][CH2:31][CH2:32][CH2:33]1. (2) Given the reactants [CH:1]([NH:4][C:5]([C:7]1[C:8]([NH:17][C:18]([C:20]2[N:21]([C:29]3[C:34]([Cl:35])=[CH:33][CH:32]=[CH:31][N:30]=3)[N:22]=[C:23]([C:25]([F:28])([F:27])[F:26])[CH:24]=2)=[O:19])=[C:9]([Cl:16])[CH:10]=[C:11]2[C:15]=1[NH:14][N:13]=[CH:12]2)=[O:6])([CH3:3])[CH3:2].[OH-].[K+].CC([O-])(C)C.[K+].Cl[CH2:45][O:46][CH3:47], predict the reaction product. The product is: [CH:1]([NH:4][C:5]([C:7]1[C:8]([NH:17][C:18]([C:20]2[N:21]([C:29]3[C:34]([Cl:35])=[CH:33][CH:32]=[CH:31][N:30]=3)[N:22]=[C:23]([C:25]([F:28])([F:26])[F:27])[CH:24]=2)=[O:19])=[C:9]([Cl:16])[CH:10]=[C:11]2[C:15]=1[N:14]([CH2:45][O:46][CH3:47])[N:13]=[CH:12]2)=[O:6])([CH3:3])[CH3:2]. (3) The product is: [OH:20][C:21]1[CH:28]=[CH:27][C:24]([CH:25]=[C:5]2[C:4](=[O:7])[N:3]([C:8]3[C:17]4[C:12](=[CH:13][CH:14]=[CH:15][CH:16]=4)[C:11]([C:18]#[N:19])=[CH:10][CH:9]=3)[C:2](=[O:1])[NH:6]2)=[CH:23][CH:22]=1. Given the reactants [O:1]=[C:2]1[NH:6][CH2:5][C:4](=[O:7])[N:3]1[C:8]1[C:17]2[C:12](=[CH:13][CH:14]=[CH:15][CH:16]=2)[C:11]([C:18]#[N:19])=[CH:10][CH:9]=1.[OH:20][C:21]1[CH:28]=[CH:27][C:24]([CH:25]=O)=[CH:23][CH:22]=1, predict the reaction product. (4) Given the reactants [Cl:1][C:2]1[C:7]([C:8]2[C:12]([C:13](OC)=[O:14])=[C:11]([CH:17]([CH3:19])[CH3:18])[O:10][N:9]=2)=[C:6]([Cl:20])[CH:5]=[CH:4][N:3]=1.[H-].C([Al+]C(C)C)(C)C.C1(C)C=CC=CC=1.[C@H](O)(C([O-])=O)[C@@H](O)C([O-])=O.[Na+].[K+], predict the reaction product. The product is: [Cl:1][C:2]1[C:7]([C:8]2[C:12]([CH2:13][OH:14])=[C:11]([CH:17]([CH3:18])[CH3:19])[O:10][N:9]=2)=[C:6]([Cl:20])[CH:5]=[CH:4][N:3]=1. (5) Given the reactants [CH3:1][O:2][C:3]1[CH:4]=[C:5]2[C:15]3[C:10](=[CH:11][N:12]=[C:13]([O:16]C)[CH:14]=3)[NH:9][C:6]2=[N:7][CH:8]=1, predict the reaction product. The product is: [CH3:1][O:2][C:3]1[CH:4]=[C:5]2[C:15]3[C:10](=[CH:11][N:12]=[C:13]([OH:16])[CH:14]=3)[NH:9][C:6]2=[N:7][CH:8]=1. (6) Given the reactants [C:1]([O:5][C:6]([N:8]1[CH2:13][CH:12]([N:14]2[C:23]3[CH:22]=[CH:21][CH:20]=[C:19]([Cl:24])[C:18]=3[C:17]3=[N:25][O:26][C:27]([CH3:28])=[C:16]3[C:15]2=[O:29])[CH2:11][CH:10]([CH2:30][N:31]=[N+]=[N-])[CH2:9]1)=[O:7])([CH3:4])([CH3:3])[CH3:2], predict the reaction product. The product is: [C:1]([O:5][C:6]([N:8]1[CH2:13][CH:12]([N:14]2[C:23]3[CH:22]=[CH:21][CH:20]=[C:19]([Cl:24])[C:18]=3[C:17]3=[N:25][O:26][C:27]([CH3:28])=[C:16]3[C:15]2=[O:29])[CH2:11][CH:10]([CH2:30][NH2:31])[CH2:9]1)=[O:7])([CH3:4])([CH3:3])[CH3:2]. (7) Given the reactants C(=O)([O-])[O-].[K+].[K+].[OH:7][C:8]1[C:13]([CH2:14][CH2:15][CH3:16])=[C:12]([OH:17])[CH:11]=[CH:10][C:9]=1[C:18](=[O:20])[CH3:19].[CH3:21][O:22][C:23](=[O:32])[C:24]1[CH:29]=[CH:28][C:27]([CH2:30]Br)=[CH:26][CH:25]=1, predict the reaction product. The product is: [CH3:21][O:22][C:23](=[O:32])[C:24]1[CH:29]=[CH:28][C:27]([CH2:30][O:17][C:12]2[CH:11]=[CH:10][C:9]([C:18](=[O:20])[CH3:19])=[C:8]([OH:7])[C:13]=2[CH2:14][CH2:15][CH3:16])=[CH:26][CH:25]=1.